From a dataset of Full USPTO retrosynthesis dataset with 1.9M reactions from patents (1976-2016). Predict the reactants needed to synthesize the given product. (1) Given the product [CH3:1][O:2][C:3]1[CH:4]=[CH:5][C:6]([CH2:9][CH2:10][C@@H:11]2[NH:12][CH2:13][CH2:14][N:15]([C:21]3[C:20]4[N:19]=[C:18]([CH3:17])[S:27][C:26]=4[NH:25][C:24]4[CH:28]=[CH:29][CH:30]=[CH:31][C:23]=4[N:22]=3)[CH2:16]2)=[CH:7][CH:8]=1, predict the reactants needed to synthesize it. The reactants are: [CH3:1][O:2][C:3]1[CH:8]=[CH:7][C:6]([CH2:9][CH2:10][C@H:11]2[CH2:16][NH:15][CH2:14][CH2:13][NH:12]2)=[CH:5][CH:4]=1.[CH3:17][C:18]1[S:27][C:26]2[NH:25][C:24]3[CH:28]=[CH:29][CH:30]=[CH:31][C:23]=3[N:22]=[C:21](N)[C:20]=2[N:19]=1.CN1CCCC1=O. (2) Given the product [Br:1][C:2]1[CH:7]=[CH:6][C:5]([O:8][CH2:10][CH2:11][O:12][CH:13]2[CH2:18][CH2:17][CH2:16][CH2:15][O:14]2)=[CH:4][CH:3]=1, predict the reactants needed to synthesize it. The reactants are: [Br:1][C:2]1[CH:7]=[CH:6][C:5]([OH:8])=[CH:4][CH:3]=1.Br[CH2:10][CH2:11][O:12][CH:13]1[CH2:18][CH2:17][CH2:16][CH2:15][O:14]1.C(=O)([O-])[O-].[K+].[K+].